From a dataset of Reaction yield outcomes from USPTO patents with 853,638 reactions. Predict the reaction yield, written as a fraction of the theoretical maximum amount of product (1.0 means a 100% yield; for example, 0.34 means a 34% yield). (1) The reactants are [Cl-].[Al+3].[Cl-].[Cl-].[NH:5]1[C:13]2[C:8](=[CH:9][CH:10]=[CH:11][CH:12]=2)[CH2:7][C:6]1=[O:14].[C:15](Cl)(=[O:19])[CH2:16][CH2:17][CH3:18]. The catalyst is ClCCCl. The product is [C:15]([C:10]1[CH:9]=[C:8]2[C:13](=[CH:12][CH:11]=1)[NH:5][C:6](=[O:14])[CH2:7]2)(=[O:19])[CH2:16][CH2:17][CH3:18]. The yield is 0.250. (2) The reactants are [CH3:1][N:2]1[CH:6]=[C:5]([N+:7]([O-])=O)[N:4]=[C:3]1[CH3:10].[CH3:11][C:12]([O:15][C:16](O[C:16]([O:15][C:12]([CH3:14])([CH3:13])[CH3:11])=[O:17])=[O:17])([CH3:14])[CH3:13].C(N(CC)CC)C. The catalyst is [Pd].C(O)C. The product is [CH3:1][N:2]1[CH:6]=[C:5]([NH:7][C:16](=[O:17])[O:15][C:12]([CH3:14])([CH3:13])[CH3:11])[N:4]=[C:3]1[CH3:10]. The yield is 0.400. (3) The reactants are [CH3:1][O:2][C:3]1[C:12]([O:13][CH3:14])=[C:11]2[C:6]([C:7](=[O:28])[CH:8]=[C:9]([C:15]3[CH:20]=[CH:19][C:18]([NH:21]C(=O)C)=[C:17]([N+:25]([O-:27])=[O:26])[CH:16]=3)[O:10]2)=[CH:5][CH:4]=1. The catalyst is Cl. The product is [NH2:21][C:18]1[CH:19]=[CH:20][C:15]([C:9]2[O:10][C:11]3[C:6]([C:7](=[O:28])[CH:8]=2)=[CH:5][CH:4]=[C:3]([O:2][CH3:1])[C:12]=3[O:13][CH3:14])=[CH:16][C:17]=1[N+:25]([O-:27])=[O:26]. The yield is 0.920.